This data is from Forward reaction prediction with 1.9M reactions from USPTO patents (1976-2016). The task is: Predict the product of the given reaction. (1) Given the reactants [CH3:1][C:2]1[S:6][C:5]([S:7](Cl)(=[O:9])=[O:8])=[CH:4][CH:3]=1.[CH3:11][C:12]1[C:16]([CH3:17])=[C:15]([NH2:18])[O:14][N:13]=1.CN(C1C=CC=CN=1)C, predict the reaction product. The product is: [CH3:11][C:12]1[C:16]([CH3:17])=[C:15]([NH:18][S:7]([C:5]2[S:6][C:2]([CH3:1])=[CH:3][CH:4]=2)(=[O:9])=[O:8])[O:14][N:13]=1. (2) Given the reactants [CH2:1]([O:3][C:4](=[O:13])[C:5]1[CH:10]=[C:9]([F:11])[CH:8]=[N:7][C:6]=1Cl)[CH3:2].Cl.[F:15][C:16]1[CH:26]=[CH:25][C:19]([O:20][CH2:21][CH2:22][CH2:23][NH2:24])=[CH:18][CH:17]=1.C(N(CC)CC)C.C(O)C, predict the reaction product. The product is: [F:11][C:9]1[CH:8]=[N:7][C:6]([NH:24][CH2:23][CH2:22][CH2:21][O:20][C:19]2[CH:18]=[CH:17][C:16]([F:15])=[CH:26][CH:25]=2)=[C:5]([CH:10]=1)[C:4]([O:3][CH2:1][CH3:2])=[O:13].